Task: Predict the product of the given reaction.. Dataset: Forward reaction prediction with 1.9M reactions from USPTO patents (1976-2016) (1) The product is: [CH3:1][O:2][C:3]1[CH:8]=[C:7]([N:9]2[CH2:14][CH2:13][N:12]([CH3:15])[CH2:11][CH2:10]2)[C:6]([N+:16]([O-:18])=[O:17])=[CH:5][C:4]=1[NH2:19]. Given the reactants [CH3:1][O:2][C:3]1[CH:8]=[C:7]([N:9]2[CH2:14][CH2:13][N:12]([CH3:15])[CH2:11][CH2:10]2)[C:6]([N+:16]([O-:18])=[O:17])=[CH:5][C:4]=1[NH:19]C(=O)OC(C)(C)C.C(O)(C(F)(F)F)=O, predict the reaction product. (2) The product is: [Br:1][C:2]1[CH:3]=[CH:4][C:5]([F:10])=[C:6]([CH:7]=[CH:12][C:13]([OH:15])=[O:14])[CH:9]=1. Given the reactants [Br:1][C:2]1[CH:3]=[CH:4][C:5]([F:10])=[C:6]([CH:9]=1)[CH:7]=O.C(O)(=O)[CH2:12][C:13]([OH:15])=[O:14].N1CCCCC1, predict the reaction product. (3) Given the reactants [Cl:1][C:2]1[C:3]([CH:8]2[CH2:13][CH2:12][N:11](C(OC(C)(C)C)=O)[CH2:10][CH2:9]2)=[N:4][CH:5]=[CH:6][N:7]=1.FC(F)(F)C(O)=O, predict the reaction product. The product is: [Cl:1][C:2]1[C:3]([CH:8]2[CH2:13][CH2:12][NH:11][CH2:10][CH2:9]2)=[N:4][CH:5]=[CH:6][N:7]=1. (4) Given the reactants [Br:1][C:2]1[C:10]2[N:9]([CH2:11][C:12]3[CH:17]=[CH:16][C:15]([Cl:18])=[CH:14][CH:13]=3)[C:8]3[CH:19](CC(O)=O)[CH2:20][CH2:21][C:7]=3[C:6]=2[CH:5]=[C:4]([F:26])[CH:3]=1.[N+](=C)=[N-].C(C1C(=O)C(Cl)=C(Cl)C(=[O:35])C=1C#N)#N.C[CH2:45][O:46][C:47]([CH3:49])=[O:48], predict the reaction product. The product is: [CH3:45][O:46][C:47](=[O:48])[CH2:49][CH:19]1[C:8]2[N:9]([CH2:11][C:12]3[CH:13]=[CH:14][C:15]([Cl:18])=[CH:16][CH:17]=3)[C:10]3[C:2]([Br:1])=[CH:3][C:4]([F:26])=[CH:5][C:6]=3[C:7]=2[C:21](=[O:35])[CH2:20]1.